Dataset: Peptide-MHC class I binding affinity with 185,985 pairs from IEDB/IMGT. Task: Regression. Given a peptide amino acid sequence and an MHC pseudo amino acid sequence, predict their binding affinity value. This is MHC class I binding data. (1) The peptide sequence is SRYWEPEFY. The MHC is HLA-B58:01 with pseudo-sequence HLA-B58:01. The binding affinity (normalized) is 0.0847. (2) The peptide sequence is AVRQFRASV. The MHC is HLA-B15:01 with pseudo-sequence HLA-B15:01. The binding affinity (normalized) is 0.0847. (3) The peptide sequence is VTMINTLEFI. The MHC is H-2-Kb with pseudo-sequence H-2-Kb. The binding affinity (normalized) is 0. (4) The MHC is HLA-A26:02 with pseudo-sequence HLA-A26:02. The binding affinity (normalized) is 0.0847. The peptide sequence is THYSGNIVH. (5) The peptide sequence is FAYVMNIER. The MHC is HLA-A68:01 with pseudo-sequence HLA-A68:01. The binding affinity (normalized) is 1.00.